From a dataset of Reaction yield outcomes from USPTO patents with 853,638 reactions. Predict the reaction yield, written as a fraction of the theoretical maximum amount of product (1.0 means a 100% yield; for example, 0.34 means a 34% yield). (1) The reactants are Br[C:2]1[CH:7]=[CH:6][C:5]([O:8][CH3:9])=[CH:4][CH:3]=1.C(OC(=O)[CH2:14][N:15]=[C:16](C1C=CC=CC=1)C1C=CC=CC=1)C.[O-:30]P([O-])([O-])=O.[K+].[K+].[K+].[CH3:38][NH2:39].Cl. The catalyst is C1(C)C=CC=CC=1.C1COCC1.C(P(C(C)(C)C)C(C)(C)C)(C)(C)C. The product is [NH2:39][CH:38]([C:2]1[CH:7]=[CH:6][C:5]([O:8][CH3:9])=[CH:4][CH:3]=1)[C:14]([NH:15][CH3:16])=[O:30]. The yield is 0.610. (2) The reactants are [NH2:1][C@@H:2]([CH2:33][C:34]1[CH:39]=[CH:38][CH:37]=[CH:36][CH:35]=1)[CH2:3][C@H:4]([OH:32])[C@@H:5]([NH:19][C:20]([C@@H:22]([NH:27][C:28](=[O:31])[O:29][CH3:30])[C:23]([CH3:26])([CH3:25])[CH3:24])=[O:21])[CH2:6][C:7]1[CH:12]=[CH:11][C:10]([C:13]2[CH:18]=[CH:17][CH:16]=[CH:15][N:14]=2)=[CH:9][CH:8]=1.[CH3:40][C@@H:41]([CH2:58][CH3:59])[C@H:42]([NH:46][C:47]([N:49]([CH3:57])[CH2:50][C:51]1[N:52]=[C:53]([CH3:56])[S:54][CH:55]=1)=[O:48])[C:43](O)=[O:44].CCOP(ON1N=NC2C=CC=CC=2C1=O)(OCC)=O.C(N(CC)C(C)C)(C)C. The catalyst is C1COCC1. The product is [CH2:33]([C@H:2]([NH:1][C:43](=[O:44])[C@H:42]([CH:41]([CH2:58][CH3:59])[CH3:40])[NH:46][C:47](=[O:48])[N:49]([CH3:57])[CH2:50][C:51]1[N:52]=[C:53]([CH3:56])[S:54][CH:55]=1)[CH2:3][C@H:4]([OH:32])[C@H:5]([CH2:6][C:7]1[CH:12]=[CH:11][C:10]([C:13]2[CH:18]=[CH:17][CH:16]=[CH:15][N:14]=2)=[CH:9][CH:8]=1)[NH:19][C:20](=[O:21])[C@@H:22]([NH:27][C:28](=[O:31])[O:29][CH3:30])[C:23]([CH3:25])([CH3:26])[CH3:24])[C:34]1[CH:35]=[CH:36][CH:37]=[CH:38][CH:39]=1. The yield is 0.290. (3) The reactants are [CH2:1]([O:8][C:9]1[CH:14]=[C:13](Br)[CH:12]=[C:11]([Br:16])[CH:10]=1)[C:2]1[CH:7]=[CH:6][CH:5]=[CH:4][CH:3]=1.[CH3:17][S-:18].[Na+].C(OCC)C.O. The catalyst is CN(C=O)C. The product is [CH2:1]([O:8][C:9]1[CH:14]=[C:13]([S:18][CH3:17])[CH:12]=[C:11]([Br:16])[CH:10]=1)[C:2]1[CH:7]=[CH:6][CH:5]=[CH:4][CH:3]=1. The yield is 0.420. (4) The reactants are [C:1]([Si:5]([O:8][C:9]1[CH:14]=[CH:13][CH:12]=[CH:11][C:10]=1[CH2:15][CH:16]=[CH2:17])([CH3:7])[CH3:6])([CH3:4])([CH3:3])[CH3:2].[C:18]([O:22][C:23]([CH3:26])([CH3:25])[CH3:24])(=[O:21])C=C. No catalyst specified. The product is [Si:5]([O:8][C:9]1[CH:14]=[CH:13][CH:12]=[CH:11][C:10]=1[CH2:15]/[CH:16]=[CH:17]/[C:18]([O:22][C:23]([CH3:26])([CH3:25])[CH3:24])=[O:21])([C:1]([CH3:4])([CH3:3])[CH3:2])([CH3:7])[CH3:6]. The yield is 0.910. (5) The reactants are [NH2:1][C:2]1[CH:3]=[C:4]([CH:17]=[CH:18][CH:19]=1)[O:5][C:6]1[C:15]2[NH:14][C:13](=[O:16])[CH:12]=[N:11][C:10]=2[N:9]=[CH:8][CH:7]=1.[F:20][C:21]([F:33])([F:32])[O:22][C:23]1[CH:24]=[C:25]([CH:29]=[CH:30][CH:31]=1)[C:26](Cl)=[O:27]. No catalyst specified. The product is [O:16]=[C:13]1[CH:12]=[N:11][C:10]2[N:9]=[CH:8][CH:7]=[C:6]([O:5][C:4]3[CH:3]=[C:2]([NH:1][C:26](=[O:27])[C:25]4[CH:29]=[CH:30][CH:31]=[C:23]([O:22][C:21]([F:20])([F:32])[F:33])[CH:24]=4)[CH:19]=[CH:18][CH:17]=3)[C:15]=2[NH:14]1. The yield is 0.200. (6) The reactants are Br[C:2]1[CH:3]=[C:4]2[C:9](=[CH:10][CH:11]=1)[N:8]=[C:7]([C:12]([NH:14][C@@H:15]([C:17]1[CH:22]=[CH:21][C:20]([NH:23][S:24]([CH3:27])(=[O:26])=[O:25])=[C:19]([CH3:28])[CH:18]=1)[CH3:16])=[O:13])[CH:6]=[CH:5]2.C1C=CC(P(C2C=CC=CC=2)CCCP(C2C=CC=CC=2)C2C=CC=CC=2)=CC=1.C(=O)([O-])[O-].[K+].[K+].[CH2:64]([O:68]C=C)[CH2:65]CC. The catalyst is CN(C=O)C.O.C([O-])(=O)C.[Pd+2].C([O-])(=O)C. The product is [C:64]([C:2]1[CH:3]=[C:4]2[C:9](=[CH:10][CH:11]=1)[N:8]=[C:7]([C:12]([NH:14][C@@H:15]([C:17]1[CH:22]=[CH:21][C:20]([NH:23][S:24]([CH3:27])(=[O:25])=[O:26])=[C:19]([CH3:28])[CH:18]=1)[CH3:16])=[O:13])[CH:6]=[CH:5]2)(=[O:68])[CH3:65]. The yield is 0.400.